Dataset: Reaction yield outcomes from USPTO patents with 853,638 reactions. Task: Predict the reaction yield, written as a fraction of the theoretical maximum amount of product (1.0 means a 100% yield; for example, 0.34 means a 34% yield). (1) The reactants are [F:1][C:2]([F:11])([F:10])[C:3]1[CH:4]=[CH:5][C:6](=[O:9])[NH:7][CH:8]=1.I[C:13]1[CH:18]=[CH:17][C:16]([O:19][CH3:20])=[CH:15][CH:14]=1.C([O-])([O-])=O.[K+].[K+].CN(C=O)C. The catalyst is N.[Cu]I. The product is [CH3:20][O:19][C:16]1[CH:17]=[CH:18][C:13]([N:7]2[CH:8]=[C:3]([C:2]([F:1])([F:10])[F:11])[CH:4]=[CH:5][C:6]2=[O:9])=[CH:14][CH:15]=1. The yield is 0.392. (2) The reactants are Br[CH:2]1[CH2:6][CH2:5][N:4]([CH:7]2[CH2:12][CH2:11][N:10]([C:13]([O:15][C:16]([CH3:19])([CH3:18])[CH3:17])=[O:14])[CH2:9][CH2:8]2)[C:3]1=[O:20].[CH3:21][N:22]1[N:26]=[N:25][C:24]([C:27]2[CH:32]=[CH:31][C:30]([OH:33])=[CH:29][CH:28]=2)=[N:23]1.C([O-])([O-])=O.[K+].[K+]. The catalyst is CS(C)=O. The product is [CH3:21][N:22]1[N:26]=[N:25][C:24]([C:27]2[CH:32]=[CH:31][C:30]([O:33][CH:2]3[CH2:6][CH2:5][N:4]([CH:7]4[CH2:12][CH2:11][N:10]([C:13]([O:15][C:16]([CH3:19])([CH3:18])[CH3:17])=[O:14])[CH2:9][CH2:8]4)[C:3]3=[O:20])=[CH:29][CH:28]=2)=[N:23]1. The yield is 0.360.